This data is from Experimentally validated miRNA-target interactions with 360,000+ pairs, plus equal number of negative samples. The task is: Binary Classification. Given a miRNA mature sequence and a target amino acid sequence, predict their likelihood of interaction. (1) The miRNA is hsa-miR-205-5p with sequence UCCUUCAUUCCACCGGAGUCUG. The protein sequence of the target gene is MAADGERSPLLSEPIDGGAGGNGLVGPGGSGAGPGGGLTPSAPPYGAAFPPFPEGHPAVLPGEDPPPYSPLTSPDSGSAPMITCRVCQSLINVEGKMHQHVVKCGVCNEATPIKNAPPGKKYVRCPCNCLLICKVTSQRIACPRPYCKRIINLGPVHPGPLSPEPQPMGVRVICGHCKNTFLWTEFTDRTLARCPHCRKVSSIGRRYPRKRCICCFLLGLLLAVTATGLAFGTWKHARRYGGIYAAWAFVILLAVLCLGRALYWACMKVSHPVQNFS. Result: 1 (interaction). (2) The miRNA is hsa-miR-4470 with sequence UGGCAAACGUGGAAGCCGAGA. The protein sequence of the target gene is MAVQVLRQMVYFLLSLFSLVQGAHSGSPREDFRFCGQRNQTQQSTLHYDQSSEPHIFVWNTEETLTIRAPFLAAPDIPRFFPEPRGLYHFCLYWSRHTGRLHLRYGKHDYLLSSQASRLLCFQKQEQSLKQGAPLIATSVSSWQIPQNTSLPGAPSFIFSFHNAPHKVSHNASVDMCDLKKELQQLSRYLQHPQKAAKRPTAAFISQQLQSLESKLTSVSFLGDTLSFEEDRVNATVWKLPPTAGLEDLHIHSQKEEEQSEVQAYSLLLPRAVFQQTRGRRRDDAKRLLVVDFSSQALFQ.... Result: 0 (no interaction). (3) The miRNA is hsa-miR-3616-5p with sequence AUGAAGUGCACUCAUGAUAUGU. The protein sequence of the target gene is MEPLGLVVHGKAEPFSAALRSLVNNPRYSDVCFVVGQERQEVFAHRCLLACRCNFFQRLLGTEPGPGVPSPVVLSTVPTEAFLAVLEFLYTNSVKLYRHSVLEVLTAAVEYGLEELRELCLQFVVKVLDVDLVCEALQVAVTFGLGQLQERCVAFIEAHSQEALRTRGFLELSAAALLPLLRSDKLCVDEAELVRAARSWARVGAAVLERPVAEVAAPVVKELRLALLAPAELSALEEQNRQEPLIPVEQIVEAWKCHALRRGDEARGAPCRRRRGTLPREHHRFLDLSFK. Result: 1 (interaction). (4) The miRNA is mmu-miR-3965 with sequence UGCUUAUCAGCCUGAUGUU. The protein sequence of the target gene is MYASSYPPPPQLSPRSHLCPPPPHPTPPQLNNLLLLEGRKSSLPSVAPTGSASAAEDSDLLTQPWYSGNCDRYAVESALLHLQKDGAYTVRPSSGPHGSQPFTLAVLLRGRVFNIPIRRLDGGRHYALGREGRNREELFSSVAAMVQHFMWHPLPLVDRHSGSRELTCLLFPTKP. Result: 0 (no interaction). (5) The miRNA is hsa-miR-3192-3p with sequence CUCUGAUCGCCCUCUCAGCUC. The protein sequence of the target gene is MSKQRGTFSEVSLAQDPKRQQRKPKGNKSSISGTEQEIFQVELNLQNPSLNHQGIDKIYDCQGLLPPPEKLTAEVLGIICIVLMATVLKTIVLIPFLEQNNSSPNTRTQKARHCGHCPEEWITYSNSCYYIGKERRTWEESLLACTSKNSSLLSIDNEEEMKFLASILPSSWIGVFRNSSHHPWVTINGLAFKHKIKDSDNAELNCAVLQVNRLKSAQCGSSMIYHCKHKL. Result: 0 (no interaction). (6) The miRNA is hsa-miR-3912-3p with sequence UAACGCAUAAUAUGGACAUGU. The protein sequence of the target gene is MTTPNKTPPGADPKQLERTGTVREIGSQAVWSLSSCKPGFGVDQLRDDNLETYWQSDGSQPHLVNIQFRRKTTVKTLCIYADYKSDESYTPSKISVRVGNNFHNLQEIRQLELVEPSGWIHVPLTDNHKKPTRTFMIQIAVLANHQNGRDTHMRQIKIYTPVEESSIGKFPRCTTIDFMMYRSIR. Result: 0 (no interaction). (7) The miRNA is hsa-miR-6820-5p with sequence UGCGGCAGAGCUGGGGUCA. The protein sequence of the target gene is MEKPAGRKKKTPTPREEADVQKSALREEKVSGDRKPPERPTVPRKPRTEPCLSPEDEEHVFDAFDASFKDDFEGVPVFIPFQRKKPYECSECGRIFKHKTDHIRHQRVHTGEKPFKCAQCGKAFRHSSDVTKHQRTHTGEKPFKCGECGKAFNCGSNLLKHQKTHTGEKPYECTHCGKAFAYSSCLIRHQKRHPRKKP. Result: 0 (no interaction).